Predict the reaction yield, written as a fraction of the theoretical maximum amount of product (1.0 means a 100% yield; for example, 0.34 means a 34% yield). From a dataset of Reaction yield outcomes from USPTO patents with 853,638 reactions. (1) The reactants are [Cl-].[C:2]([C:4]1[C:16]([N+:17]([O-:19])=[O:18])=[CH:15][CH:14]=[CH:13][C:5]=1[O:6][CH2:7][C@H:8]1[CH2:12][CH2:11][CH2:10][NH2+:9]1)#[N:3].[CH:20]([N:23]=[C:24]=[O:25])([CH3:22])[CH3:21]. No catalyst specified. The product is [C:2]([C:4]1[C:16]([N+:17]([O-:19])=[O:18])=[CH:15][CH:14]=[CH:13][C:5]=1[O:6][CH2:7][C@H:8]1[CH2:12][CH2:11][CH2:10][N:9]1[C:24]([NH:23][CH:20]([CH3:22])[CH3:21])=[O:25])#[N:3]. The yield is 1.00. (2) The reactants are [CH3:1][O:2][C:3]1[CH:4]=[C:5]([CH:13]=[CH:14][CH:15]=1)[NH:6][C:7](=[O:12])[C:8]([CH3:11])([CH3:10])[CH3:9].CN(C)[CH:18]=[O:19]. The catalyst is C1COCC1.CCCCCC. The product is [CH:18]([C:4]1[C:3]([O:2][CH3:1])=[CH:15][CH:14]=[CH:13][C:5]=1[NH:6][C:7](=[O:12])[C:8]([CH3:11])([CH3:10])[CH3:9])=[O:19]. The yield is 0.650. (3) The reactants are C([O:3][C:4]1[CH:9]=[C:8]([O:10][CH3:11])[C:7]([CH3:12])=[C:6]([O:13][CH3:14])[CH:5]=1)=O.C([O-])([O-])=O.[K+].[K+].Cl. The catalyst is CO.O. The product is [CH3:14][O:13][C:6]1[CH:5]=[C:4]([OH:3])[CH:9]=[C:8]([O:10][CH3:11])[C:7]=1[CH3:12]. The yield is 0.290.